Task: Regression. Given a peptide amino acid sequence and an MHC pseudo amino acid sequence, predict their binding affinity value. This is MHC class I binding data.. Dataset: Peptide-MHC class I binding affinity with 185,985 pairs from IEDB/IMGT (1) The peptide sequence is RLYDYFTRVT. The MHC is HLA-A02:03 with pseudo-sequence HLA-A02:03. The binding affinity (normalized) is 0.417. (2) The binding affinity (normalized) is 0.572. The peptide sequence is WPWNAREDV. The MHC is HLA-B35:01 with pseudo-sequence HLA-B35:01. (3) The peptide sequence is IIYYQLAGY. The MHC is HLA-A68:01 with pseudo-sequence HLA-A68:01. The binding affinity (normalized) is 0.370. (4) The peptide sequence is LLVDLLWLL. The MHC is HLA-B57:01 with pseudo-sequence HLA-B57:01. The binding affinity (normalized) is 0.139. (5) The peptide sequence is YTLNNGVAM. The MHC is HLA-B07:02 with pseudo-sequence HLA-B07:02. The binding affinity (normalized) is 0.369. (6) The binding affinity (normalized) is 0.319. The MHC is HLA-B27:05 with pseudo-sequence HLA-B27:05. The peptide sequence is YRGEYRQSR. (7) The peptide sequence is GMRDVSFEL. The MHC is HLA-A03:01 with pseudo-sequence HLA-A03:01. The binding affinity (normalized) is 0.0847. (8) The peptide sequence is LAYASYFSF. The MHC is HLA-E01:01 with pseudo-sequence HLA-E01:03. The binding affinity (normalized) is 0.0847. (9) The peptide sequence is MLVGHMPFM. The MHC is HLA-B83:01 with pseudo-sequence YYSEYRNIYAQTDESNLYIRYDDYTWAVDAYLSY. The binding affinity (normalized) is 0.213. (10) The peptide sequence is IIIPFIAYFV. The MHC is H-2-Kb with pseudo-sequence H-2-Kb. The binding affinity (normalized) is 0.583.